Dataset: Peptide-MHC class I binding affinity with 185,985 pairs from IEDB/IMGT. Task: Regression. Given a peptide amino acid sequence and an MHC pseudo amino acid sequence, predict their binding affinity value. This is MHC class I binding data. The peptide sequence is VTFINDYANL. The MHC is HLA-A68:02 with pseudo-sequence HLA-A68:02. The binding affinity (normalized) is 0.421.